Task: Predict the product of the given reaction.. Dataset: Forward reaction prediction with 1.9M reactions from USPTO patents (1976-2016) (1) Given the reactants C([O:3][C:4]([C@@H:6]1[CH2:8][C@H:7]1[C:9]1[CH:14]=[CH:13][CH:12]=[C:11]([F:15])[CH:10]=1)=[O:5])C.[OH-].[K+].O, predict the reaction product. The product is: [F:15][C:11]1[CH:10]=[C:9]([C@@H:7]2[CH2:8][C@H:6]2[C:4]([OH:5])=[O:3])[CH:14]=[CH:13][CH:12]=1. (2) Given the reactants [Br:1][C:2]1[C:6]([C:7]#[N:8])=[C:5]([Br:9])[S:4][C:3]=1[C:10]([NH2:12])=O.C1(C)C=CC=CC=1.COC(OC)[N:23]([CH3:25])C.C(O)(=O)C.O.[NH2:33]N, predict the reaction product. The product is: [Br:9][C:5]1[S:4][C:3]([C:10]2[NH:12][CH:25]=[N:23][N:33]=2)=[C:2]([Br:1])[C:6]=1[C:7]#[N:8].